From a dataset of Full USPTO retrosynthesis dataset with 1.9M reactions from patents (1976-2016). Predict the reactants needed to synthesize the given product. (1) Given the product [Br:1][C:2]1[C:3]([N:17]2[CH2:18][CH2:19][C:20]([CH3:23])([CH3:24])[CH2:21][CH2:22]2)=[C:4]([C@H:10]([O:16][C:26]([CH3:28])([CH3:27])[CH3:25])[C:11]([O:13][CH2:14][CH3:15])=[O:12])[C:5]([CH3:9])=[N:6][C:7]=1[CH3:8], predict the reactants needed to synthesize it. The reactants are: [Br:1][C:2]1[C:3]([N:17]2[CH2:22][CH2:21][C:20]([CH3:24])([CH3:23])[CH2:19][CH2:18]2)=[C:4]([C@H:10]([OH:16])[C:11]([O:13][CH2:14][CH3:15])=[O:12])[C:5]([CH3:9])=[N:6][C:7]=1[CH3:8].[CH3:25][C:26](=[CH2:28])[CH3:27]. (2) The reactants are: [F:1][C:2]([F:33])([F:32])[C:3]1[CH:27]=[C:26]([C:28]([F:31])([F:30])[F:29])[CH:25]=[CH:24][C:4]=1[CH2:5][N:6]1[C:14]2[C:9](=[CH:10][C:11]([CH:15]=[C:16]3[S:20][C:19](SC)=[N:18][C:17]3=[O:23])=[CH:12][CH:13]=2)[CH:8]=[N:7]1.[NH:34]1[CH2:37][CH2:36][C@H:35]1[C:38]([OH:40])=[O:39]. Given the product [F:33][C:2]([F:1])([F:32])[C:3]1[CH:27]=[C:26]([C:28]([F:30])([F:29])[F:31])[CH:25]=[CH:24][C:4]=1[CH2:5][N:6]1[C:14]2[C:9](=[CH:10][C:11]([CH:15]=[C:16]3[S:20][C:19]([N:34]4[CH2:37][CH2:36][C@H:35]4[C:38]([OH:40])=[O:39])=[N:18][C:17]3=[O:23])=[CH:12][CH:13]=2)[CH:8]=[N:7]1, predict the reactants needed to synthesize it. (3) The reactants are: Br[C:2]1[CH:23]=[CH:22][C:5]([C:6]([NH:8][S:9]([C:12]2[CH:17]=[CH:16][CH:15]=[CH:14][C:13]=2[S:18](=[O:21])(=[O:20])[NH2:19])(=[O:11])=[O:10])=[O:7])=[CH:4][C:3]=1[O:24][CH3:25].[CH3:26][CH:27]([CH2:30][CH2:31][CH3:32])[C:28]#[CH:29]. Given the product [CH3:25][O:24][C:3]1[CH:4]=[C:5]([CH:22]=[CH:23][C:2]=1[C:29]#[C:28][CH:27]([CH3:26])[CH2:30][CH2:31][CH3:32])[C:6]([NH:8][S:9]([C:12]1[CH:17]=[CH:16][CH:15]=[CH:14][C:13]=1[S:18](=[O:21])(=[O:20])[NH2:19])(=[O:11])=[O:10])=[O:7], predict the reactants needed to synthesize it. (4) Given the product [CH:24]1([O:23][C:16]2[C:17]([O:21][CH3:22])=[CH:18][CH:19]=[C:20]3[C:15]=2[N:14]=[CH:13][CH:12]=[C:11]3[NH:8][C:7]2[C:6]([CH3:9])=[CH:5][N:4]=[CH:3][C:2]=2[CH3:1])[CH2:25][CH2:26][CH2:27][CH2:28]1, predict the reactants needed to synthesize it. The reactants are: [CH3:1][C:2]1[CH:3]=[N:4][CH:5]=[C:6]([CH3:9])[C:7]=1[NH2:8].Cl[C:11]1[C:20]2[C:15](=[C:16]([O:23][CH:24]3[CH2:28][CH2:27][CH2:26][CH2:25]3)[C:17]([O:21][CH3:22])=[CH:18][CH:19]=2)[N:14]=[CH:13][CH:12]=1. (5) Given the product [Br:17][C:18]1[CH:23]=[CH:22][C:21]([O:25][CH2:26][C:27]2[CH:32]=[CH:31][CH:30]=[C:29]([F:33])[CH:28]=2)=[C:20]([CH:19]=1)[O:9][CH:7]1[CH2:8][N:5]([C:1]([CH3:4])([CH3:3])[CH3:2])[CH2:6]1, predict the reactants needed to synthesize it. The reactants are: [C:1]([N:5]1[CH2:8][CH:7]([OH:9])[CH2:6]1)([CH3:4])([CH3:3])[CH3:2].C(N(CC)CC)C.[Br:17][C:18]1[CH:19]=[CH:20][C:21]([O:25][CH2:26][C:27]2[CH:32]=[CH:31][CH:30]=[C:29]([F:33])[CH:28]=2)=[C:22](O)[CH:23]=1.C([O-])([O-])=O.[K+].[K+]. (6) Given the product [CH:14]1([C:12]([C:9]2[CH:10]=[CH:11][C:6]([O:5][CH2:4][CH2:3][CH2:2][N:20]3[CH2:21][CH2:22][C@@H:18]([OH:17])[CH2:19]3)=[CH:7][CH:8]=2)=[O:13])[CH2:16][CH2:15]1, predict the reactants needed to synthesize it. The reactants are: Cl[CH2:2][CH2:3][CH2:4][O:5][C:6]1[CH:11]=[CH:10][C:9]([C:12]([CH:14]2[CH2:16][CH2:15]2)=[O:13])=[CH:8][CH:7]=1.[OH:17][C@@H:18]1[CH2:22][CH2:21][NH:20][CH2:19]1.C(=O)([O-])[O-].[K+].[K+].[I-].[K+]. (7) Given the product [Cl:31][C:7]1[N:6]=[C:5]([C:2]([CH3:4])([CH3:3])[CH3:1])[C:10]([C:11]([O:13][CH2:14][CH3:15])=[O:12])=[CH:9][N:8]=1, predict the reactants needed to synthesize it. The reactants are: [CH3:1][C:2]([C:5]1[C:10]([C:11]([O:13][CH2:14][CH3:15])=[O:12])=[CH:9][N:8]=[C:7](O)[N:6]=1)([CH3:4])[CH3:3].C([O-])(O)=O.[Na+].C1(OP(Cl)([Cl:31])=O)C=CC=CC=1.